Predict the reaction yield, written as a fraction of the theoretical maximum amount of product (1.0 means a 100% yield; for example, 0.34 means a 34% yield). From a dataset of Reaction yield outcomes from USPTO patents with 853,638 reactions. (1) The reactants are [CH:1]1([N:6]2[C:14]3[C:9](=[CH:10][CH:11]=[C:12](C(O)=O)[CH:13]=3)[C:8]([CH2:18][CH3:19])=[N:7]2)[CH2:5][CH2:4][CH2:3][CH2:2]1.C([N:22](CC)CC)C.C1(P(N=[N+]=[N-])(C2C=CC=CC=2)=O)C=CC=CC=1. The catalyst is C(O)(C)(C)C. The product is [NH2:22][C:12]1[CH:13]=[C:14]2[C:9]([C:8]([CH2:18][CH3:19])=[N:7][N:6]2[CH:1]2[CH2:5][CH2:4][CH2:3][CH2:2]2)=[CH:10][CH:11]=1. The yield is 0.590. (2) The reactants are [Cl:1][C:2]1[C:3]([F:22])=[C:4]([CH:17]=[C:18]([F:21])[C:19]=1[F:20])[C:5]([C:7](=[CH:13]OCC)[C:8]([O:10][CH2:11][CH3:12])=[O:9])=[O:6].[NH2:23][C:24]1[CH:31]=[CH:30][C:27]([CH2:28][OH:29])=[CH:26][CH:25]=1. The catalyst is CCO. The product is [Cl:1][C:2]1[C:3]([F:22])=[C:4]([CH:17]=[C:18]([F:21])[C:19]=1[F:20])[C:5]([C:7](=[CH:13][NH:23][C:24]1[CH:31]=[CH:30][C:27]([CH2:28][OH:29])=[CH:26][CH:25]=1)[C:8]([O:10][CH2:11][CH3:12])=[O:9])=[O:6]. The yield is 0.780. (3) The reactants are Br[C:2]1[CH:3]=[CH:4][C:5]2[N:6]([C:15](=[O:17])[CH3:16])[C:7]3[C:12]([C:13]=2[CH:14]=1)=[CH:11][CH:10]=[CH:9][CH:8]=3.CC1(C)C(C)(C)OB([C:26]2[CH:27]=[C:28]([N:32]3[C:44]4[CH:43]=[CH:42][CH:41]=[CH:40][C:39]=4[C:38]4[C:33]3=[CH:34][CH:35]=[CH:36][CH:37]=4)[CH:29]=[CH:30][CH:31]=2)O1. The catalyst is C1(C)C=CC=CC=1.O.C1C=CC(/C=C/C(/C=C/C2C=CC=CC=2)=O)=CC=1.C1C=CC(/C=C/C(/C=C/C2C=CC=CC=2)=O)=CC=1.C1C=CC(/C=C/C(/C=C/C2C=CC=CC=2)=O)=CC=1.[Pd].[Pd].COC1C=CC=C(OC)C=1C1C=CC=CC=1P(C1CCCCC1)C1CCCCC1. The product is [CH:34]1[C:33]2[N:32]([C:28]3[CH:27]=[C:26]([C:2]4[CH:3]=[CH:4][C:5]5[N:6]([C:15](=[O:17])[CH3:16])[C:7]6[C:12]([C:13]=5[CH:14]=4)=[CH:11][CH:10]=[CH:9][CH:8]=6)[CH:31]=[CH:30][CH:29]=3)[C:44]3[C:39](=[CH:40][CH:41]=[CH:42][CH:43]=3)[C:38]=2[CH:37]=[CH:36][CH:35]=1. The yield is 0.940. (4) The reactants are [CH3:1][O:2][CH:3]([O:18][CH3:19])/[CH:4]=[C:5](/S(C1C=CC=CC=1)=O)\[C:6]([O:8][CH3:9])=[O:7].[OH:20]/[N:21]=[C:22](\Cl)/[C:23]1[CH:28]=[CH:27][CH:26]=[CH:25][CH:24]=1.CCN(CC)CC.CCCCCC. The catalyst is C(Cl)Cl. The product is [CH3:1][O:2][CH:3]([O:18][CH3:19])[C:4]1[C:22]([C:23]2[CH:28]=[CH:27][CH:26]=[CH:25][CH:24]=2)=[N:21][O:20][C:5]=1[C:6]([O:8][CH3:9])=[O:7]. The yield is 0.451. (5) The reactants are [C:1]1([C:7]2[N:11]([S:12]([C:15]3[CH:20]=[CH:19][CH:18]=[C:17]([O:21]C4CCCCO4)[CH:16]=3)(=[O:14])=[O:13])[CH:10]=[C:9]([CH2:28][N:29]([CH3:37])[C:30](=[O:36])[O:31][C:32]([CH3:35])([CH3:34])[CH3:33])[CH:8]=2)[CH2:6][CH2:5][CH2:4][CH2:3][CH:2]=1.C1(C)C=CC(S(O)(=O)=O)=CC=1.[Cl-].[NH4+]. The catalyst is ClCCl. The product is [C:1]1([C:7]2[N:11]([S:12]([C:15]3[CH:20]=[CH:19][CH:18]=[C:17]([OH:21])[CH:16]=3)(=[O:13])=[O:14])[CH:10]=[C:9]([CH2:28][N:29]([CH3:37])[C:30](=[O:36])[O:31][C:32]([CH3:33])([CH3:34])[CH3:35])[CH:8]=2)[CH2:6][CH2:5][CH2:4][CH2:3][CH:2]=1. The yield is 0.760.